This data is from Catalyst prediction with 721,799 reactions and 888 catalyst types from USPTO. The task is: Predict which catalyst facilitates the given reaction. (1) Reactant: [C:1]([N:4]1[C:13]2[C:8](=[CH:9][C:10]([C:14](O)=[O:15])=[CH:11][CH:12]=2)[C@H:7]([NH:17][C:18]2[CH:23]=[CH:22][CH:21]=[C:20]([CH3:24])[N:19]=2)[C@@H:6]([CH3:25])[C@@H:5]1[CH:26]1[CH2:28][CH2:27]1)(=[O:3])[CH3:2].CN(C(ON1N=NC2C=CC=NC1=2)=[N+](C)C)C.F[P-](F)(F)(F)(F)F.[N:53]1[CH:58]=[CH:57][CH:56]=[C:55]([CH2:59][NH2:60])[CH:54]=1.CCN(C(C)C)C(C)C. Product: [C:1]([N:4]1[C:13]2[C:8](=[CH:9][C:10]([C:14]([NH:60][CH2:59][C:55]3[CH:54]=[N:53][CH:58]=[CH:57][CH:56]=3)=[O:15])=[CH:11][CH:12]=2)[C@H:7]([NH:17][C:18]2[CH:23]=[CH:22][CH:21]=[C:20]([CH3:24])[N:19]=2)[C@@H:6]([CH3:25])[C@@H:5]1[CH:26]1[CH2:27][CH2:28]1)(=[O:3])[CH3:2]. The catalyst class is: 9. (2) Reactant: [C:1]1([C:8]#[N:9])([C:6]#[N:7])[CH2:5][CH2:4][CH2:3][CH2:2]1.[H-].[Al+3].[Li+].[H-].[H-].[H-]. Product: [C:1]1([CH2:8][NH2:9])([CH2:6][NH2:7])[CH2:5][CH2:4][CH2:3][CH2:2]1. The catalyst class is: 28. (3) Reactant: [Cl:1][C:2]1[CH:3]=[C:4]([NH:9][C:10]2[S:14][C:13]([C:15]3[CH:16]=[C:17]([OH:21])[CH:18]=[CH:19][CH:20]=3)=[N:12][N:11]=2)[CH:5]=[CH:6][C:7]=1[Cl:8].CC(C)([O-])C.[K+].Br[CH2:29][C:30]1[CH:31]=[C:32]([CH:38]=[CH:39][CH:40]=1)[O:33][C:34]([F:37])([F:36])[F:35]. Product: [Cl:1][C:2]1[CH:3]=[C:4]([NH:9][C:10]2[S:14][C:13]([C:15]3[CH:20]=[CH:19][CH:18]=[C:17]([O:21][CH2:29][C:30]4[CH:40]=[CH:39][CH:38]=[C:32]([O:33][C:34]([F:35])([F:36])[F:37])[CH:31]=4)[CH:16]=3)=[N:12][N:11]=2)[CH:5]=[CH:6][C:7]=1[Cl:8]. The catalyst class is: 198. (4) Reactant: [F:1][C:2]1[C:11]2[CH:12]([CH2:14][N:15]3[CH2:20][CH2:19][C:18](=O)[CH2:17][CH2:16]3)[CH2:13][N:9]3[C:10]=2[C:5]([CH:6]=[CH:7][C:8]3=[O:22])=[CH:4][CH:3]=1.[O:23]1[C:32]2[C:27](=[N:28][CH:29]=[CH:30][CH:31]=2)[O:26][C@@H:25]([CH2:33][NH2:34])[CH2:24]1.C(O[BH-](OC(=O)C)OC(=O)C)(=O)C.[Na+].C(=O)(O)[O-].[Na+].[Cl:54]CCl. Product: [ClH:54].[ClH:54].[O:23]1[C:32]2[C:27](=[N:28][CH:29]=[CH:30][CH:31]=2)[O:26][C@@H:25]([CH2:33][NH:34][CH:18]2[CH2:17][CH2:16][N:15]([CH2:14][CH:12]3[C:11]4=[C:10]5[C:5](=[CH:4][CH:3]=[C:2]4[F:1])[CH:6]=[CH:7][C:8](=[O:22])[N:9]5[CH2:13]3)[CH2:20][CH2:19]2)[CH2:24]1. The catalyst class is: 404. (5) Reactant: Cl.NO.[Br:4][C:5]1[C:10]([CH:11]=O)=[C:9]([F:13])[C:8]([O:14][CH3:15])=[C:7]([F:16])[CH:6]=1.CC[N+:19](S(N=C(OC)[O-])(=O)=O)(CC)CC. Product: [Br:4][C:5]1[C:10]([C:11]#[N:19])=[C:9]([F:13])[C:8]([O:14][CH3:15])=[C:7]([F:16])[CH:6]=1. The catalyst class is: 3. (6) Reactant: [Br:1][C:2]1[C:7]([OH:8])=[C:6]([NH:9][C:10](=O)[C:11]([CH3:14])([CH3:13])[CH3:12])[C:5]([C:16]#[N:17])=[C:4]([CH3:18])[C:3]=1[C:19]1[CH:24]=[CH:23][CH:22]=[C:21]([N+:25]([O-:27])=[O:26])[CH:20]=1.O.C1(C)C=CC(S(O)(=O)=O)=CC=1.C1(C)C=CC=CC=1. Product: [Br:1][C:2]1[C:3]([C:19]2[CH:24]=[CH:23][CH:22]=[C:21]([N+:25]([O-:27])=[O:26])[CH:20]=2)=[C:4]([CH3:18])[C:5]([C:16]#[N:17])=[C:6]2[C:7]=1[O:8][C:10]([C:11]([CH3:12])([CH3:14])[CH3:13])=[N:9]2. The catalyst class is: 13.